This data is from Forward reaction prediction with 1.9M reactions from USPTO patents (1976-2016). The task is: Predict the product of the given reaction. (1) Given the reactants [OH:1][C@@H:2]1[CH2:6][NH:5][C@H:4]([C:7]([OH:9])=[O:8])[CH2:3]1.[C:10](O[C:10]([O:12][C:13]([CH3:16])([CH3:15])[CH3:14])=[O:11])([O:12][C:13]([CH3:16])([CH3:15])[CH3:14])=[O:11].[OH-].[Na+].C(O)(=O)CC(CC(O)=O)(C(O)=O)O, predict the reaction product. The product is: [C:13]([O:12][C:10]([N:5]1[CH2:6][C@@H:2]([OH:1])[CH2:3][C@H:4]1[C:7]([OH:9])=[O:8])=[O:11])([CH3:16])([CH3:15])[CH3:14]. (2) Given the reactants [CH3:1][O:2][C:3]([C:5]1[S:6][C:7]([C:20]2[C:21]([NH2:27])=[N:22][CH:23]=[C:24](Br)[CH:25]=2)=[CH:8][C:9]=1[O:10][CH:11]([C:13]1[CH:18]=[CH:17][CH:16]=[CH:15][C:14]=1[Cl:19])[CH3:12])=[O:4].[Cl:28][C:29]1[CH:30]=[C:31](B(O)O)[CH:32]=[CH:33][CH:34]=1.C([O-])([O-])=O.[K+].[K+], predict the reaction product. The product is: [CH3:1][O:2][C:3]([C:5]1[S:6][C:7]([C:20]2[C:21]([NH2:27])=[N:22][CH:23]=[C:24]([C:33]3[CH:32]=[CH:31][CH:30]=[C:29]([Cl:28])[CH:34]=3)[CH:25]=2)=[CH:8][C:9]=1[O:10][CH:11]([C:13]1[CH:18]=[CH:17][CH:16]=[CH:15][C:14]=1[Cl:19])[CH3:12])=[O:4]. (3) The product is: [CH:14]1([O:17][C:18]2[CH:23]=[CH:22][C:21]([O:24][C:25]([F:26])([F:27])[F:28])=[CH:20][C:19]=2[C@H:29]2[CH2:33][O:32][C@:31]3([CH2:39][CH2:38][C@H:37]4[NH:40][C@@:34]3([C:50]3[CH:51]=[CH:52][CH:53]=[CH:54][CH:55]=3)[CH2:35][CH2:36]4)[CH2:30]2)[CH2:16][CH2:15]1. Given the reactants OOS([O-])=O.[K+].C1(S[C:14]2([O:17][C:18]3[CH:23]=[CH:22][C:21]([O:24][C:25]([F:28])([F:27])[F:26])=[CH:20][C:19]=3[C@H:29]3[CH2:33][O:32][C@:31]4([CH2:39][CH2:38][C@@H:37]5[NH:40][C@@:34]4([C:50]4[CH:55]=[CH:54][CH:53]=[CH:52][CH:51]=4)[CH2:35][C@H:36]5S(C4C=CC=CC=4)(=O)=O)[CH2:30]3)[CH2:16][CH2:15]2)C=CC=CC=1.[O-2].[Al+3].[O-2].[O-2].[Al+3].P([O-])([O-])(O)=O.[Na+].[Na+], predict the reaction product.